The task is: Predict which catalyst facilitates the given reaction.. This data is from Catalyst prediction with 721,799 reactions and 888 catalyst types from USPTO. (1) Reactant: [S:1]1[CH:5]=[CH:4][C:3]([CH2:6][OH:7])=[CH:2]1.N1C=CN=C1.[C:13]([Si:17](Cl)([C:24]1[CH:29]=[CH:28][CH:27]=[CH:26][CH:25]=1)[C:18]1[CH:23]=[CH:22][CH:21]=[CH:20][CH:19]=1)([CH3:16])([CH3:15])[CH3:14]. Product: [C:13]([Si:17]([C:24]1[CH:29]=[CH:28][CH:27]=[CH:26][CH:25]=1)([C:18]1[CH:19]=[CH:20][CH:21]=[CH:22][CH:23]=1)[O:7][CH2:6][C:3]1[CH:4]=[CH:5][S:1][CH:2]=1)([CH3:16])([CH3:14])[CH3:15]. The catalyst class is: 3. (2) Product: [NH2:7][CH:10]([CH3:22])[CH2:11][C:12]1[CH:13]=[C:14]([CH2:15][OH:16])[CH:19]=[CH:20][CH:21]=1. The catalyst class is: 7. Reactant: [H-].[Al+3].[Li+].[H-].[H-].[H-].[N+:7](/[C:10](/[CH3:22])=[CH:11]\[C:12]1[CH:13]=[C:14]([CH:19]=[CH:20][CH:21]=1)[C:15](OC)=[O:16])([O-])=O.O.O.O.O.C(C(C(C([O-])=O)O)O)([O-])=O.[Na+].[K+]. (3) The catalyst class is: 1. Product: [OH:12][N:9]1[CH2:10][CH2:11][N:7]([CH2:6][CH2:5][CH2:4][CH:3]=[O:2])[C:8]1=[O:13]. Reactant: C[O:2][CH:3](OC)[CH2:4][CH2:5][CH2:6][N:7]1[CH2:11][CH2:10][N:9]([OH:12])[C:8]1=[O:13].Cl.C([O-])([O-])=O.[Na+].[Na+]. (4) The catalyst class is: 2. Reactant: [CH3:1][C:2]1[C:6]([CH2:7][S:8][CH2:9][C:10]([OH:12])=O)=[C:5]([CH3:13])[O:4][N:3]=1.[Cl:14][C:15]1[CH:16]=[CH:17][C:18]([CH3:27])=[C:19]([N:21]2[CH2:26][CH2:25][NH:24][CH2:23][CH2:22]2)[CH:20]=1.C(N(CC)CC)C.C(P1(=O)OP(CCC)(=O)OP(CCC)(=O)O1)CC. Product: [Cl:14][C:15]1[CH:16]=[CH:17][C:18]([CH3:27])=[C:19]([N:21]2[CH2:22][CH2:23][N:24]([C:10](=[O:12])[CH2:9][S:8][CH2:7][C:6]3[C:2]([CH3:1])=[N:3][O:4][C:5]=3[CH3:13])[CH2:25][CH2:26]2)[CH:20]=1. (5) Reactant: [NH2:1][C@@H:2]([C:26]1[CH:31]=[CH:30][CH:29]=[CH:28][CH:27]=1)[C:3]1[N:12]([CH2:13][CH2:14][CH2:15][NH:16][C:17](=[O:23])[O:18][C:19]([CH3:22])([CH3:21])[CH3:20])[C:11](=[O:24])[C:10]2[C:5](=[CH:6][CH:7]=[CH:8][C:9]=2[Cl:25])[N:4]=1.[NH2:32][C:33]1[N:38]=[C:37]([NH2:39])[C:36]([C:40]#[N:41])=[C:35](Cl)[N:34]=1.C(N(C(C)C)CC)(C)C. Product: [Cl:25][C:9]1[CH:8]=[CH:7][CH:6]=[C:5]2[C:10]=1[C:11](=[O:24])[N:12]([CH2:13][CH2:14][CH2:15][NH:16][C:17](=[O:23])[O:18][C:19]([CH3:22])([CH3:21])[CH3:20])[C:3]([C@@H:2]([NH:1][C:35]1[C:36]([C:40]#[N:41])=[C:37]([NH2:39])[N:38]=[C:33]([NH2:32])[N:34]=1)[C:26]1[CH:27]=[CH:28][CH:29]=[CH:30][CH:31]=1)=[N:4]2. The catalyst class is: 41. (6) The catalyst class is: 8. Reactant: [NH2:1][C:2](=[N:33]C(=O)[O-])[C:3]1[CH:8]=[CH:7][C:6]([O:9][CH2:10][CH2:11][CH2:12][CH:13]2[CH2:18][CH2:17][N:16]([CH2:19][CH2:20][CH2:21][O:22][C:23]3[CH:28]=[CH:27][C:26]([C:29]([NH2:32])=[N:30][OH:31])=[CH:25][CH:24]=3)[CH2:15][CH2:14]2)=[CH:5][CH:4]=1.Cl. Product: [NH2:33][C:2](=[NH:1])[C:3]1[CH:8]=[CH:7][C:6]([O:9][CH2:10][CH2:11][CH2:12][CH:13]2[CH2:18][CH2:17][N:16]([CH2:19][CH2:20][CH2:21][O:22][C:23]3[CH:24]=[CH:25][C:26]([C:29]([NH2:32])=[N:30][OH:31])=[CH:27][CH:28]=3)[CH2:15][CH2:14]2)=[CH:5][CH:4]=1.